This data is from Forward reaction prediction with 1.9M reactions from USPTO patents (1976-2016). The task is: Predict the product of the given reaction. Given the reactants O[CH:2]([C:4]1[CH:5]=[C:6]([NH:10][C:11](=[O:17])[O:12][C:13]([CH3:16])([CH3:15])[CH3:14])[CH:7]=[CH:8][CH:9]=1)[CH3:3].[Br:18]P(Br)Br, predict the reaction product. The product is: [Br:18][CH:2]([C:4]1[CH:5]=[C:6]([NH:10][C:11](=[O:17])[O:12][C:13]([CH3:16])([CH3:15])[CH3:14])[CH:7]=[CH:8][CH:9]=1)[CH3:3].